From a dataset of Catalyst prediction with 721,799 reactions and 888 catalyst types from USPTO. Predict which catalyst facilitates the given reaction. (1) Reactant: C([N:8]([CH2:14][C:15](=[O:18])[NH:16][CH3:17])[CH2:9][C:10]([NH:12][CH3:13])=[O:11])C1C=CC=CC=1. Product: [CH3:17][NH:16][C:15](=[O:18])[CH2:14][NH:8][CH2:9][C:10](=[O:11])[NH:12][CH3:13]. The catalyst class is: 19. (2) The catalyst class is: 12. Product: [Cl:14][C:12]1[CH:11]=[CH:10][C:9]([O:15][CH3:16])=[C:8]([C:6]2[CH:5]=[CH:4][N:3]=[C:2]([O:21][CH:17]3[CH2:20][CH2:19][CH2:18]3)[CH:7]=2)[CH:13]=1. Reactant: Cl[C:2]1[CH:7]=[C:6]([C:8]2[CH:13]=[C:12]([Cl:14])[CH:11]=[CH:10][C:9]=2[O:15][CH3:16])[CH:5]=[CH:4][N:3]=1.[CH:17]1([OH:21])[CH2:20][CH2:19][CH2:18]1.CC(C)([O-])C.[K+]. (3) Reactant: [Br:1][C:2]1[CH:3]=[C:4]([CH3:9])[CH:5]=[C:6]([CH3:8])[CH:7]=1.[Br:10]N1C(=O)CCC1=O. Product: [Br:1][C:2]1[CH:7]=[C:6]([CH3:8])[CH:5]=[C:4]([CH2:9][Br:10])[CH:3]=1. The catalyst class is: 855. (4) Reactant: [F:1][C:2]1[CH:24]=[CH:23][C:5]([O:6][C@@H:7]2[CH2:11][N:10]([C:12]([O:14][C:15]([CH3:18])([CH3:17])[CH3:16])=[O:13])[C@H:9]([C:19]([O:21]C)=[O:20])[CH2:8]2)=[CH:4][CH:3]=1.[OH-].[Na+]. Product: [C:15]([O:14][C:12]([N:10]1[CH2:11][CH:7]([O:6][C:5]2[CH:4]=[CH:3][C:2]([F:1])=[CH:24][CH:23]=2)[CH2:8][CH:9]1[C:19]([OH:21])=[O:20])=[O:13])([CH3:18])([CH3:16])[CH3:17]. The catalyst class is: 5. (5) Reactant: [CH3:1]/[CH:2]=[CH:3]/[CH:4]=[O:5].[CH3:6][C:7]([CH:9]=[CH:10]C)=[CH2:8].C=O.O.N1CC[CH2:17][CH2:16]1.C(O)(=O)CC. Product: [CH3:1][CH:2]1[CH:8]=[C:7]([CH3:6])[CH2:9][CH2:10][C:3]1([CH:16]=[CH2:17])[CH:4]=[O:5]. The catalyst class is: 250. (6) Reactant: [NH2:1][C:2]1[CH:3]=[CH:4][C:5]([CH3:25])=[C:6]([NH:8][C:9]2[CH:10]=[C:11]3[C:15](=[CH:16][CH:17]=2)[C:14](=[O:18])[N:13]([C:19]2[CH:24]=[CH:23][CH:22]=[CH:21][CH:20]=2)[CH2:12]3)[CH:7]=1.[O:26]1[CH:30]=[CH:29][C:28]([C:31](O)=[O:32])=[CH:27]1.C1C=CC2N(O)N=NC=2C=1.C1CN([P+](ON2N=NC3C=CC=CC2=3)(N2CCCC2)N2CCCC2)CC1.F[P-](F)(F)(F)(F)F.C(N(CC)C(C)C)(C)C. Product: [CH3:25][C:5]1[CH:4]=[CH:3][C:2]([NH:1][C:31]([C:28]2[CH:29]=[CH:30][O:26][CH:27]=2)=[O:32])=[CH:7][C:6]=1[NH:8][C:9]1[CH:10]=[C:11]2[C:15](=[CH:16][CH:17]=1)[C:14](=[O:18])[N:13]([C:19]1[CH:24]=[CH:23][CH:22]=[CH:21][CH:20]=1)[CH2:12]2. The catalyst class is: 3. (7) Reactant: [NH2:1][C:2]1[N:7]=[CH:6][C:5]([C:8]2[S:12][C:11]([CH:13]3[CH2:18][CH2:17][N:16](C(OC(C)(C)C)=O)[CH2:15][CH2:14]3)=[C:10]([CH3:26])[CH:9]=2)=[CH:4][C:3]=1[C:27]1[N:31]([C:32]2[CH:37]=[CH:36][C:35]([O:38][CH3:39])=[C:34]([F:40])[C:33]=2[F:41])[N:30]=[N:29][N:28]=1.Cl. Product: [F:41][C:33]1[C:34]([F:40])=[C:35]([O:38][CH3:39])[CH:36]=[CH:37][C:32]=1[N:31]1[C:27]([C:3]2[C:2]([NH2:1])=[N:7][CH:6]=[C:5]([C:8]3[S:12][C:11]([CH:13]4[CH2:18][CH2:17][NH:16][CH2:15][CH2:14]4)=[C:10]([CH3:26])[CH:9]=3)[CH:4]=2)=[N:28][N:29]=[N:30]1. The catalyst class is: 12.